Task: Predict the product of the given reaction.. Dataset: Forward reaction prediction with 1.9M reactions from USPTO patents (1976-2016) (1) Given the reactants [C:1]([NH:4][C:5]([CH2:16][C:17]([C:19]1[CH:24]=[CH:23][C:22]([S:25][C:26]2[CH:31]=[CH:30][C:29]([C:32](=[O:35])[CH2:33]Cl)=[CH:28][CH:27]=2)=[CH:21][CH:20]=1)=[O:18])([C:11]([O:13][CH2:14][CH3:15])=[O:12])[C:6]([O:8][CH2:9][CH3:10])=[O:7])(=[O:3])[CH3:2].[C:36]([OH:41])(=[O:40])[CH2:37][CH2:38][CH3:39].CCN(CC)CC, predict the reaction product. The product is: [C:1]([NH:4][C:5]([CH2:16][C:17]([C:19]1[CH:24]=[CH:23][C:22]([S:25][C:26]2[CH:31]=[CH:30][C:29]([C:32](=[O:35])[CH2:33][O:41][C:36](=[O:40])[CH2:37][CH2:38][CH3:39])=[CH:28][CH:27]=2)=[CH:21][CH:20]=1)=[O:18])([C:11]([O:13][CH2:14][CH3:15])=[O:12])[C:6]([O:8][CH2:9][CH3:10])=[O:7])(=[O:3])[CH3:2]. (2) Given the reactants [C:1]([O:8][CH3:9])(=[O:7])[CH2:2][C:3]([O:5][CH3:6])=[O:4].[H-].[Li+].[H][H].Cl[CH2:15]/[CH:16]=[CH:17]\[CH2:18]Cl, predict the reaction product. The product is: [CH3:6][O:5][C:3]([C:2]1([C:1]([O:8][CH3:9])=[O:7])[CH2:18][CH:17]=[CH:16][CH2:15]1)=[O:4]. (3) Given the reactants Br[CH2:2][CH2:3][C:4]1[CH:9]=[CH:8][C:7]([CH2:10][CH2:11][C:12]2[N:13]=[C:14]([NH:17][C:18](=[O:20])[CH3:19])[S:15][CH:16]=2)=[CH:6][CH:5]=1.C(NC(N)=[S:26])(=O)C.C(OCC)(=O)C, predict the reaction product. The product is: [SH:26][CH2:2][CH2:3][C:4]1[CH:9]=[CH:8][C:7]([CH2:10][CH2:11][C:12]2[N:13]=[C:14]([NH:17][C:18](=[O:20])[CH3:19])[S:15][CH:16]=2)=[CH:6][CH:5]=1. (4) Given the reactants Br[CH2:2][CH2:3][CH2:4][C:5]#[N:6].[CH3:7][O:8][C:9]1[CH:14]=[CH:13][C:12]([C:15]2[C:23]3[C:22]([O:24][CH:25]4[CH2:30][CH2:29][CH2:28][NH:27][CH2:26]4)=[N:21][CH:20]=[N:19][C:18]=3[O:17][C:16]=2[C:31]2[CH:36]=[CH:35][CH:34]=[CH:33][CH:32]=2)=[CH:11][CH:10]=1.C(N(C(C)C)CC)(C)C.[I-].[K+], predict the reaction product. The product is: [CH3:7][O:8][C:9]1[CH:10]=[CH:11][C:12]([C:15]2[C:23]3[C:22]([O:24][CH:25]4[CH2:30][CH2:29][CH2:28][N:27]([CH2:2][CH2:3][CH2:4][C:5]#[N:6])[CH2:26]4)=[N:21][CH:20]=[N:19][C:18]=3[O:17][C:16]=2[C:31]2[CH:36]=[CH:35][CH:34]=[CH:33][CH:32]=2)=[CH:13][CH:14]=1.